This data is from Peptide-MHC class I binding affinity with 185,985 pairs from IEDB/IMGT. The task is: Regression. Given a peptide amino acid sequence and an MHC pseudo amino acid sequence, predict their binding affinity value. This is MHC class I binding data. (1) The peptide sequence is ISMGTSGL. The MHC is H-2-Kb with pseudo-sequence H-2-Kb. The binding affinity (normalized) is 0.372. (2) The peptide sequence is KLQWLFAAL. The MHC is HLA-A01:01 with pseudo-sequence HLA-A01:01. The binding affinity (normalized) is 0.0847.